This data is from Catalyst prediction with 721,799 reactions and 888 catalyst types from USPTO. The task is: Predict which catalyst facilitates the given reaction. (1) The catalyst class is: 1. Reactant: [C:1]([O:5][C:6](=[O:38])[CH2:7][CH2:8][CH2:9][CH2:10][CH2:11][CH2:12][CH2:13][CH2:14][CH2:15][CH2:16][CH2:17][CH2:18][CH2:19][CH2:20][NH:21][C:22](=[O:37])[CH2:23][N:24]([C:30]([O:32][C:33]([CH3:36])([CH3:35])[CH3:34])=[O:31])[CH2:25][C:26]([O:28]C)=[O:27])([CH3:4])([CH3:3])[CH3:2].[OH-].[Na+]. Product: [C:1]([O:5][C:6](=[O:38])[CH2:7][CH2:8][CH2:9][CH2:10][CH2:11][CH2:12][CH2:13][CH2:14][CH2:15][CH2:16][CH2:17][CH2:18][CH2:19][CH2:20][NH:21][C:22](=[O:37])[CH2:23][N:24]([C:30]([O:32][C:33]([CH3:36])([CH3:35])[CH3:34])=[O:31])[CH2:25][C:26]([OH:28])=[O:27])([CH3:4])([CH3:2])[CH3:3]. (2) Reactant: [OH:1][C:2]1[CH:3]=[CH:4][C:5]2[S:10][C:9]([C:11]3[CH:16]=[CH:15][CH:14]=[CH:13][N:12]=3)=[N:8][C:7](=[O:17])[C:6]=2[CH:18]=1.Br[CH2:20][CH2:21][CH2:22][OH:23].C(=O)([O-])[O-].[K+].[K+].CN(C=O)C. Product: [OH:23][CH2:22][CH2:21][CH2:20][O:1][C:2]1[CH:3]=[CH:4][C:5]2[S:10][C:9]([C:11]3[CH:16]=[CH:15][CH:14]=[CH:13][N:12]=3)=[N:8][C:7](=[O:17])[C:6]=2[CH:18]=1. The catalyst class is: 6. (3) Reactant: [CH:1]1[CH:2]=[CH:3][C:4]([N:7]([N:14][C:15]2[C:16]([N+:27]([O-:29])=[O:28])=[CH:17][C:18]([N+:24]([O-:26])=[O:25])=[CH:19][C:20]=2[N+:21]([O-:23])=[O:22])[C:8]2[CH:9]=[CH:10][CH:11]=[CH:12][CH:13]=2)=[CH:5][CH:6]=1.[CH:30]1[CH:31]=[CH:32][C:33]([N:36]([NH:43][C:44]2[C:45]([N+:56]([O-:58])=[O:57])=[CH:46][C:47]([N+:53]([O-:55])=[O:54])=[CH:48][C:49]=2[N+:50]([O-:52])=[O:51])[C:37]2[CH:38]=[CH:39][CH:40]=[CH:41][CH:42]=2)=[CH:34][CH:35]=1. Product: [CH:30]1[CH:31]=[CH:32][C:33]([N:36]([NH:43][C:44]2[C:45]([N+:56]([O-:58])=[O:57])=[CH:46][C:47]([N+:53]([O-:55])=[O:54])=[CH:48][C:49]=2[N+:50]([O-:52])=[O:51])[C:37]2[CH:38]=[CH:39][CH:40]=[CH:41][CH:42]=2)=[CH:34][CH:35]=1.[CH:30]1[CH:31]=[CH:32][C:33]([N:36]([NH:43][C:44]2[C:45]([N+:56]([O-:58])=[O:57])=[CH:46][C:47]([N+:53]([O-:55])=[O:54])=[CH:48][C:49]=2[N+:50]([O-:52])=[O:51])[C:37]2[CH:38]=[CH:39][CH:40]=[CH:41][CH:42]=2)=[CH:34][CH:35]=1.[CH:1]1[CH:2]=[CH:3][C:4]([N:7]([N:14][C:15]2[C:16]([N+:27]([O-:29])=[O:28])=[CH:17][C:18]([N+:24]([O-:26])=[O:25])=[CH:19][C:20]=2[N+:21]([O-:23])=[O:22])[C:8]2[CH:9]=[CH:10][CH:11]=[CH:12][CH:13]=2)=[CH:5][CH:6]=1. The catalyst class is: 1. (4) Reactant: [CH3:1][O:2][C:3](=[O:29])[CH:4]([NH:13][C:14](=[O:28])[CH:15]([CH2:23][S:24][C:25](=[O:27])[CH3:26])[CH2:16][C:17]1[CH:22]=[CH:21][CH:20]=[CH:19][CH:18]=1)[CH2:5][C:6]1[CH:11]=[CH:10][C:9]([NH2:12])=[CH:8][CH:7]=1.[C:30]([O:34][C:35]([N:37]([CH2:48][C:49](O)=[O:50])[CH2:38][C:39]([N:41]1[CH2:45][CH2:44][CH2:43][CH:42]1[C:46]#[N:47])=[O:40])=[O:36])([CH3:33])([CH3:32])[CH3:31].P(Cl)(Cl)(Cl)=O. Product: [CH3:1][O:2][C:3](=[O:29])[CH:4]([NH:13][C:14](=[O:28])[CH:15]([CH2:23][S:24][C:25](=[O:27])[CH3:26])[CH2:16][C:17]1[CH:18]=[CH:19][CH:20]=[CH:21][CH:22]=1)[CH2:5][C:6]1[CH:7]=[CH:8][C:9]([NH:12][C:49](=[O:50])[CH2:48][N:37]([C:35]([O:34][C:30]([CH3:32])([CH3:31])[CH3:33])=[O:36])[CH2:38][C:39]([N:41]2[CH2:45][CH2:44][CH2:43][CH:42]2[C:46]#[N:47])=[O:40])=[CH:10][CH:11]=1. The catalyst class is: 17. (5) Product: [CH3:1][C@@:2]1([OH:23])[C@H:6]([OH:7])[C@@H:5]([CH2:8][O:9][P:96]([O:36][P:34]([O:37][P:38]([OH:41])([OH:40])=[O:39])([OH:35])=[O:33])([OH:97])=[O:95])[O:4][C@H:3]1[N:10]1[C:14]2[N:15]=[CH:16][N:17]=[C:18]([NH2:19])[C:13]=2[C:12]([N+:20]([O-:22])=[O:21])=[CH:11]1. Reactant: [CH3:1][C@@:2]1([OH:23])[C@H:6]([OH:7])[C@@H:5]([CH2:8][OH:9])[O:4][C@H:3]1[N:10]1[C:14]2[N:15]=[CH:16][N:17]=[C:18]([NH2:19])[C:13]=2[C:12]([N+:20]([O-:22])=[O:21])=[CH:11]1.N1C=CC=CC=1.O(Cl)Cl.[O-:33][P:34]([O:37][P:38]([O-:41])([O-:40])=[O:39])(=[O:36])[O-:35].C([NH+](CCCC)CCCC)CCC.C([NH+](CCCC)CCCC)CCC.C([NH+](CCCC)CCCC)CCC.C([NH+](CCCC)CCCC)CCC.C[O:95][P:96](OC)(OC)=[O:97]. The catalyst class is: 11. (6) Reactant: [CH:1]1([C:7]2[C:12]3[O:13][C:14]4[CH:19]=[CH:18][CH:17]=[CH:16][C:15]=4[C:11]=3[CH:10]=[CH:9][CH:8]=2)[CH2:6][CH2:5][CH2:4][CH2:3][CH2:2]1.[Li]CCCC.[I:25]I. Product: [CH:1]1([C:7]2[C:12]3[O:13][C:14]4[C:19]([I:25])=[CH:18][CH:17]=[CH:16][C:15]=4[C:11]=3[CH:10]=[CH:9][CH:8]=2)[CH2:2][CH2:3][CH2:4][CH2:5][CH2:6]1. The catalyst class is: 1. (7) Reactant: [CH3:1][C@:2]1([NH:8][C:9]2[CH:14]=[N:13][C:12]([C:15]([F:18])([F:17])[F:16])=[CH:11][N:10]=2)[CH2:6][CH2:5][CH2:4][C@@H:3]1[NH2:7].[N:19]1[CH:24]=[CH:23][CH:22]=[N:21][C:20]=1[C:25]1[C:26]([C:31](O)=[O:32])=[N:27][CH:28]=[CH:29][CH:30]=1.C(N(CC)CC)C.N1C2C(=NC=CC=2)N(O)N=1.C(Cl)CCl. Product: [CH3:1][C@:2]1([NH:8][C:9]2[CH:14]=[N:13][C:12]([C:15]([F:18])([F:16])[F:17])=[CH:11][N:10]=2)[CH2:6][CH2:5][CH2:4][C@@H:3]1[NH:7][C:31]([C:26]1[C:25]([C:20]2[N:19]=[CH:24][CH:23]=[CH:22][N:21]=2)=[CH:30][CH:29]=[CH:28][N:27]=1)=[O:32]. The catalyst class is: 2. (8) Reactant: [CH:1]1([O:6][C:7]2[CH:8]=[C:9]([NH2:15])[CH:10]=[CH:11][C:12]=2[O:13][CH3:14])[CH2:5][CH2:4][CH2:3][CH2:2]1.C(N(CC)CC)C.[C:23](Cl)(=[O:30])[C:24]1[CH:29]=[CH:28][CH:27]=[N:26][CH:25]=1.[OH-].[Na+]. Product: [CH:1]1([O:6][C:7]2[CH:8]=[C:9]([NH:15][C:23](=[O:30])[C:24]3[CH:29]=[CH:28][CH:27]=[N:26][CH:25]=3)[CH:10]=[CH:11][C:12]=2[O:13][CH3:14])[CH2:2][CH2:3][CH2:4][CH2:5]1. The catalyst class is: 34. (9) Reactant: [CH2:1]([O:3][C:4](=[O:22])[C:5]1[CH:10]=[CH:9][C:8]([N:11]2[C:19]3[C:14](=[CH:15][CH:16]=[C:17]([CH:20]=[O:21])[CH:18]=3)[CH:13]=[CH:12]2)=[CH:7][CH:6]=1)[CH3:2].O1CCCC1.[BH4-].[Na+].[Cl-].[NH4+]. Product: [CH2:1]([O:3][C:4](=[O:22])[C:5]1[CH:10]=[CH:9][C:8]([N:11]2[C:19]3[C:14](=[CH:15][CH:16]=[C:17]([CH2:20][OH:21])[CH:18]=3)[CH:13]=[CH:12]2)=[CH:7][CH:6]=1)[CH3:2]. The catalyst class is: 5.